Task: Predict which catalyst facilitates the given reaction.. Dataset: Catalyst prediction with 721,799 reactions and 888 catalyst types from USPTO (1) Reactant: [F:1][C:2]1[CH:23]=[CH:22][CH:21]=[C:20]([F:24])[C:3]=1[CH2:4][O:5][C:6]1[C:7]2[N:8]([C:13]([C:17](O)=[O:18])=[C:14]([CH3:16])[N:15]=2)[CH:9]=[C:10]([CH3:12])[CH:11]=1.F[B-](F)(F)F.N1(O[C+](N(C)C)N(C)C)C2C=CC=CC=2N=N1.CN1CCOCC1.[NH2:54][CH:55]1[CH2:61][CH2:60][CH2:59][CH2:58][N:57]([C:62]([O:64][C:65]([CH3:68])([CH3:67])[CH3:66])=[O:63])[CH2:56]1.O.[C:70]([OH:76])([C:72]([F:75])([F:74])[F:73])=[O:71]. Product: [F:73][C:72]([F:75])([F:74])[C:70]([OH:76])=[O:71].[F:1][C:2]1[CH:23]=[CH:22][CH:21]=[C:20]([F:24])[C:3]=1[CH2:4][O:5][C:6]1[C:7]2[N:8]([C:13]([C:17]([NH:54][CH:55]3[CH2:61][CH2:60][CH2:59][CH2:58][N:57]([C:62]([O:64][C:65]([CH3:68])([CH3:67])[CH3:66])=[O:63])[CH2:56]3)=[O:18])=[C:14]([CH3:16])[N:15]=2)[CH:9]=[C:10]([CH3:12])[CH:11]=1. The catalyst class is: 3. (2) Reactant: [NH:1]1[C:9]2[C:4](=[CH:5][CH:6]=[C:7]([CH2:10][N:11]([C:26]3[N:27]=[CH:28][C:29]4[C:34]([C:35]=3[CH3:36])=[CH:33][CH:32]=[CH:31][CH:30]=4)[S:12]([C:15]3[CH:25]=[CH:24][C:18]([C:19]([O:21][CH2:22][CH3:23])=[O:20])=[CH:17][CH:16]=3)(=[O:14])=[O:13])[CH:8]=2)[CH:3]=[CH:2]1.[Cl:37]N1C(=O)CCC1=O. Product: [Cl:37][C:3]1[C:4]2[C:9](=[CH:8][C:7]([CH2:10][N:11]([C:26]3[N:27]=[CH:28][C:29]4[C:34]([C:35]=3[CH3:36])=[CH:33][CH:32]=[CH:31][CH:30]=4)[S:12]([C:15]3[CH:16]=[CH:17][C:18]([C:19]([O:21][CH2:22][CH3:23])=[O:20])=[CH:24][CH:25]=3)(=[O:14])=[O:13])=[CH:6][CH:5]=2)[NH:1][CH:2]=1. The catalyst class is: 7. (3) The catalyst class is: 9. Product: [NH:25]1[C:20]2[CH:21]=[CH:22][CH:23]=[CH:24][C:19]=2[N:26]=[C:6]1[C:5]1[CH:8]=[CH:9][C:2]([CH3:1])=[C:3]([NH2:10])[CH:4]=1. Reactant: [CH3:1][C:2]1[CH:9]=[CH:8][C:5]([CH:6]=O)=[CH:4][C:3]=1[N+:10]([O-])=O.S(=O)(=O)(O)[O-].[Na+].[C:19]1([NH2:26])[CH:24]=[CH:23][CH:22]=[CH:21][C:20]=1[NH2:25]. (4) Reactant: B(Br)(Br)Br.[Br:5][C:6]1[CH:7]=[N:8][C:9]2[C:14]([CH:15]=1)=[CH:13][C:12]([O:16]C)=[C:11]([F:18])[C:10]=2[CH3:19].CO. Product: [Br:5][C:6]1[CH:7]=[N:8][C:9]2[C:14]([CH:15]=1)=[CH:13][C:12]([OH:16])=[C:11]([F:18])[C:10]=2[CH3:19]. The catalyst class is: 2.